Dataset: Reaction yield outcomes from USPTO patents with 853,638 reactions. Task: Predict the reaction yield, written as a fraction of the theoretical maximum amount of product (1.0 means a 100% yield; for example, 0.34 means a 34% yield). (1) The reactants are [H-].[Al+3].[Li+].[H-].[H-].[H-].C[O:8][C:9](=O)[CH2:10][CH2:11][CH2:12][C:13]1[S:14][CH:15]=[CH:16][CH:17]=1.Cl.C(OCC)C. The catalyst is C1COCC1. The product is [OH:8][CH2:9][CH2:10][CH2:11][CH2:12][C:13]1[S:14][CH:15]=[CH:16][CH:17]=1. The yield is 0.900. (2) The reactants are I[C:2]1[C:10]2[C:5](=[CH:6][C:7]([C@H:11]3[C@@:13]4([C:21]5[C:16](=[CH:17][CH:18]=[CH:19][CH:20]=5)[NH:15][C:14]4=[O:22])[CH2:12]3)=[CH:8][CH:9]=2)[N:4]([CH2:23][O:24][CH2:25][CH2:26][Si:27]([CH3:30])([CH3:29])[CH3:28])[N:3]=1.[CH:31]([C:33]1[CH:38]=[CH:37][N:36]=[CH:35][CH:34]=1)=[CH2:32].C(N(C(C)C)CC)(C)C.CC1C=CC=CC=1P(C1C=CC=CC=1C)C1C=CC=CC=1C. The catalyst is CC([O-])=O.CC([O-])=O.[Pd+2].C(OCC)(=O)C.CN(C=O)C. The product is [N:36]1[CH:37]=[CH:38][C:33](/[CH:31]=[CH:32]/[C:2]2[C:10]3[C:5](=[CH:6][C:7]([C@H:11]4[C@@:13]5([C:21]6[C:16](=[CH:17][CH:18]=[CH:19][CH:20]=6)[NH:15][C:14]5=[O:22])[CH2:12]4)=[CH:8][CH:9]=3)[N:4]([CH2:23][O:24][CH2:25][CH2:26][Si:27]([CH3:30])([CH3:29])[CH3:28])[N:3]=2)=[CH:34][CH:35]=1. The yield is 0.900. (3) The reactants are [Cl:1][C:2]1[CH:3]=[C:4]2[C:9](=[CH:10][CH:11]=1)[CH:8]=[C:7]([S:12][CH2:13][C@@H:14]([OH:18])[C:15]([OH:17])=O)[CH:6]=[CH:5]2.Cl.Cl.[CH3:21][C:22]1[N:26]2[C:27](=[O:36])[N:28]([CH:30]3[CH2:35][CH2:34][NH:33][CH2:32][CH2:31]3)[CH2:29][C:25]2=[CH:24][N:23]=1.C1C=CC2N(O)N=NC=2C=1.CCN=C=NCCCN(C)C. The catalyst is C(#N)C.ClCCl.C(N(CC)CC)C. The product is [Cl:1][C:2]1[CH:3]=[C:4]2[C:9](=[CH:10][CH:11]=1)[CH:8]=[C:7]([S:12][CH2:13][C@@H:14]([OH:18])[C:15]([N:33]1[CH2:32][CH2:31][CH:30]([N:28]3[CH2:29][C:25]4=[CH:24][N:23]=[C:22]([CH3:21])[N:26]4[C:27]3=[O:36])[CH2:35][CH2:34]1)=[O:17])[CH:6]=[CH:5]2. The yield is 0.710.